This data is from Full USPTO retrosynthesis dataset with 1.9M reactions from patents (1976-2016). The task is: Predict the reactants needed to synthesize the given product. Given the product [Br:1][C:2]1[CH:7]=[CH:6][C:5]([O:8][CH:13]([CH3:15])[CH3:14])=[C:4]([N+:9]([O-:11])=[O:10])[CH:3]=1, predict the reactants needed to synthesize it. The reactants are: [Br:1][C:2]1[CH:7]=[CH:6][C:5]([OH:8])=[C:4]([N+:9]([O-:11])=[O:10])[CH:3]=1.Br[CH:13]([CH3:15])[CH3:14].[OH-].[K+].C1OCCOCCOCCOCCOCCOC1.